This data is from NCI-60 drug combinations with 297,098 pairs across 59 cell lines. The task is: Regression. Given two drug SMILES strings and cell line genomic features, predict the synergy score measuring deviation from expected non-interaction effect. (1) Drug 1: CN(C)C1=NC(=NC(=N1)N(C)C)N(C)C. Drug 2: CC1C(C(CC(O1)OC2CC(CC3=C2C(=C4C(=C3O)C(=O)C5=C(C4=O)C(=CC=C5)OC)O)(C(=O)CO)O)N)O.Cl. Cell line: UO-31. Synergy scores: CSS=42.6, Synergy_ZIP=-1.42, Synergy_Bliss=1.31, Synergy_Loewe=-17.7, Synergy_HSA=-0.200. (2) Drug 1: C1=CC(=C2C(=C1NCCNCCO)C(=O)C3=C(C=CC(=C3C2=O)O)O)NCCNCCO. Drug 2: CN(C)C1=NC(=NC(=N1)N(C)C)N(C)C. Cell line: ACHN. Synergy scores: CSS=51.6, Synergy_ZIP=6.01, Synergy_Bliss=7.76, Synergy_Loewe=-38.7, Synergy_HSA=5.45. (3) Drug 1: C1=CC(=CC=C1C#N)C(C2=CC=C(C=C2)C#N)N3C=NC=N3. Drug 2: CC1=C(C=C(C=C1)NC(=O)C2=CC=C(C=C2)CN3CCN(CC3)C)NC4=NC=CC(=N4)C5=CN=CC=C5. Cell line: HCT-15. Synergy scores: CSS=-10.2, Synergy_ZIP=1.41, Synergy_Bliss=-2.96, Synergy_Loewe=-21.0, Synergy_HSA=-19.3.